Task: Predict the reaction yield, written as a fraction of the theoretical maximum amount of product (1.0 means a 100% yield; for example, 0.34 means a 34% yield).. Dataset: Reaction yield outcomes from USPTO patents with 853,638 reactions (1) The reactants are [CH:1]12[CH2:7][CH:4]([CH:5]=[CH:6]1)[CH2:3][CH:2]2[C:8](F)=[O:9].[F-:11].[K+].[C:13]([Si](C)(C)C)([F:16])([F:15])[F:14]. No catalyst specified. The product is [F:11][C:2]1([C:8]([OH:9])([C:13]([F:16])([F:15])[F:14])[C:13]([F:16])([F:15])[F:14])[CH2:3][CH:4]2[CH2:7][CH:1]1[CH:6]=[CH:5]2. The yield is 0.800. (2) The reactants are [Cl:1][C:2]1[CH:3]=[CH:4][C:5]([O:20][CH2:21][C:22]2[CH:27]=[CH:26][C:25]([Cl:28])=[CH:24][CH:23]=2)=[C:6]([CH:19]=1)[CH2:7][N:8]1[C:12]([CH3:13])=[CH:11][C:10]([CH2:14][CH2:15][C:16](F)=[O:17])=[N:9]1.[F:29][C:30]([F:36])([F:35])[S:31]([NH2:34])(=[O:33])=[O:32]. The catalyst is CN(C1C=CN=CC=1)C.C(Cl)Cl.CCOC(C)=O. The product is [Cl:1][C:2]1[CH:3]=[CH:4][C:5]([O:20][CH2:21][C:22]2[CH:27]=[CH:26][C:25]([Cl:28])=[CH:24][CH:23]=2)=[C:6]([CH:19]=1)[CH2:7][N:8]1[C:12]([CH3:13])=[CH:11][C:10]([CH2:14][CH2:15][C:16]([NH:34][S:31]([C:30]([F:36])([F:35])[F:29])(=[O:33])=[O:32])=[O:17])=[N:9]1. The yield is 0.720.